From a dataset of NCI-60 drug combinations with 297,098 pairs across 59 cell lines. Regression. Given two drug SMILES strings and cell line genomic features, predict the synergy score measuring deviation from expected non-interaction effect. (1) Drug 1: C1=NC(=NC(=O)N1C2C(C(C(O2)CO)O)O)N. Drug 2: C1CNP(=O)(OC1)N(CCCl)CCCl. Cell line: UACC62. Synergy scores: CSS=48.1, Synergy_ZIP=0.428, Synergy_Bliss=2.23, Synergy_Loewe=-54.5, Synergy_HSA=1.21. (2) Drug 1: C1=NC2=C(N=C(N=C2N1C3C(C(C(O3)CO)O)O)F)N. Drug 2: CN(C(=O)NC(C=O)C(C(C(CO)O)O)O)N=O. Cell line: SF-268. Synergy scores: CSS=1.12, Synergy_ZIP=-1.05, Synergy_Bliss=-0.825, Synergy_Loewe=-0.686, Synergy_HSA=-0.580.